From a dataset of Reaction yield outcomes from USPTO patents with 853,638 reactions. Predict the reaction yield, written as a fraction of the theoretical maximum amount of product (1.0 means a 100% yield; for example, 0.34 means a 34% yield). (1) The reactants are [CH:1]([C:3]1[CH:4]=[CH:5][C:6]2[N:7]([CH3:16])[C:8]3[C:13]([C:14]=2[CH:15]=1)=[CH:12][CH:11]=[CH:10][CH:9]=3)=O.Cl.NO.C(O)(=O)C.[N:24]1C=CC=CC=1. The catalyst is CN(C=O)C.O. The product is [C:1]([C:3]1[CH:4]=[CH:5][C:6]2[N:7]([CH3:16])[C:8]3[C:13]([C:14]=2[CH:15]=1)=[CH:12][CH:11]=[CH:10][CH:9]=3)#[N:24]. The yield is 0.710. (2) The reactants are [Br:1][C:2]1[CH:7]=[CH:6][C:5](SC)=[C:4]([F:10])[CH:3]=1.O[O:12][S:13]([O-:15])=O.[K+].[CH3:17]O. No catalyst specified. The product is [Br:1][C:2]1[CH:7]=[CH:6][C:5]([S:13]([CH3:17])(=[O:15])=[O:12])=[C:4]([F:10])[CH:3]=1. The yield is 0.780. (3) The reactants are [C:1]1([C:7]2[CH:12]=[C:11]([C:13]3[CH:18]=[CH:17][CH:16]=[CH:15][CH:14]=3)[N:10]=[C:9]([O:19][CH2:20][CH2:21][CH2:22][CH2:23][CH2:24][O:25][C:26]3[CH:31]=[CH:30][C:29]([CH:32]=[CH:33][C:34]([O:36]CC)=[O:35])=[CH:28][C:27]=3[O:39][CH2:40][CH3:41])[CH:8]=2)[CH:6]=[CH:5][CH:4]=[CH:3][CH:2]=1.[OH-].[K+]. The catalyst is C(O)C. The product is [C:1]1([C:7]2[CH:12]=[C:11]([C:13]3[CH:14]=[CH:15][CH:16]=[CH:17][CH:18]=3)[N:10]=[C:9]([O:19][CH2:20][CH2:21][CH2:22][CH2:23][CH2:24][O:25][C:26]3[CH:31]=[CH:30][C:29]([CH:32]=[CH:33][C:34]([OH:36])=[O:35])=[CH:28][C:27]=3[O:39][CH2:40][CH3:41])[CH:8]=2)[CH:6]=[CH:5][CH:4]=[CH:3][CH:2]=1. The yield is 0.590. (4) The yield is 0.950. The reactants are Cl.[C:2]1(N)[C:7]2[CH2:8][CH2:9][CH2:10][C:6]=2[CH:5]=[CH:4][N:3]=1.[OH:12][PH2]=O.N([O-])=O.[Na+].C([O-])(O)=O.[Na+]. The product is [C:2]1(=[O:12])[C:7]2[CH2:8][CH2:9][CH2:10][C:6]=2[CH:5]=[CH:4][NH:3]1. The catalyst is O.C(OCC)(=O)C. (5) The reactants are [F:1][C:2]([F:7])([F:6])[C:3]([OH:5])=[O:4].[F:8][C:9]([F:14])([F:13])[C:10]([OH:12])=[O:11].FC(F)(F)C(O)=O.[Cl:22][C:23]1[CH:24]=[N:25][C:26]2[NH:27][C:28]3[CH:29]=[N:30][CH:31]=[C:32]([CH:53]=3)[CH2:33][CH2:34][C:35]3[CH:43]=[C:39]([NH:40][C:41]=1[N:42]=2)[CH:38]=[CH:37][C:36]=3[NH:44][C:45](=[O:52])[CH2:46][C@@H:47]1[CH2:51][CH2:50][NH:49][CH2:48]1.[F:54][C:55]1[CH:60]=[CH:59][CH:58]=[C:57]([N:61]=[C:62]=[O:63])[CH:56]=1. No catalyst specified. The product is [F:1][C:2]([F:7])([F:6])[C:3]([OH:5])=[O:4].[F:8][C:9]([F:14])([F:13])[C:10]([OH:12])=[O:11].[Cl:22][C:23]1[CH:24]=[N:25][C:26]2[NH:27][C:28]3[CH:29]=[N:30][CH:31]=[C:32]([CH:53]=3)[CH2:33][CH2:34][C:35]3[CH:43]=[C:39]([NH:40][C:41]=1[N:42]=2)[CH:38]=[CH:37][C:36]=3[NH:44][C:45](=[O:52])[CH2:46][C@@H:47]1[CH2:51][CH2:50][N:49]([C:62]([NH:61][C:57]2[CH:58]=[CH:59][CH:60]=[C:55]([F:54])[CH:56]=2)=[O:63])[CH2:48]1. The yield is 0.800.